From a dataset of Full USPTO retrosynthesis dataset with 1.9M reactions from patents (1976-2016). Predict the reactants needed to synthesize the given product. The reactants are: [Cl:1][C:2]1[C:7]([CH2:8][N:9]([CH2:20][C:21]2[CH:22]=[C:23]([CH:35]=[CH:36][CH:37]=2)[CH2:24][N:25]2[CH:29]([C:30](O)=[O:31])[CH2:28][CH2:27][S:26]2(=[O:34])=[O:33])[C@H:10]([CH2:16][N:17]([CH3:19])[CH3:18])[CH2:11][C:12]([CH3:15])([CH3:14])[CH3:13])=[C:6]([F:38])[C:5]([O:39][CH3:40])=[CH:4][CH:3]=1.[C:41]12([NH2:51])[CH2:50][CH:45]3[CH2:46][CH:47]([CH2:49][CH:43]([CH2:44]3)[CH2:42]1)[CH2:48]2. Given the product [C:41]12([NH:51][C:30]([CH:29]3[CH2:28][CH2:27][S:26](=[O:33])(=[O:34])[N:25]3[CH2:24][C:23]3[CH:35]=[CH:36][CH:37]=[C:21]([CH2:20][N:9]([CH2:8][C:7]4[C:2]([Cl:1])=[CH:3][CH:4]=[C:5]([O:39][CH3:40])[C:6]=4[F:38])[C@H:10]([CH2:16][N:17]([CH3:19])[CH3:18])[CH2:11][C:12]([CH3:14])([CH3:15])[CH3:13])[CH:22]=3)=[O:31])[CH2:48][CH:47]3[CH2:46][CH:45]([CH2:44][CH:43]([CH2:49]3)[CH2:42]1)[CH2:50]2, predict the reactants needed to synthesize it.